Dataset: Full USPTO retrosynthesis dataset with 1.9M reactions from patents (1976-2016). Task: Predict the reactants needed to synthesize the given product. (1) Given the product [NH:3]1[CH:7]=[C:6]([CH:11]([C:13]2[CH:14]=[CH:15][CH:16]=[C:17]3[C:22]=2[N:21]=[CH:20][CH:19]=[CH:18]3)[CH3:12])[N:5]=[CH:4]1, predict the reactants needed to synthesize it. The reactants are: C[Si](C)(C)[N:3]1[CH:7]=[CH:6][N:5]=[CH:4]1.Br[CH:11]([C:13]1[CH:14]=[CH:15][CH:16]=[C:17]2[C:22]=1[N:21]=[CH:20][CH:19]=[CH:18]2)[CH3:12]. (2) Given the product [O:19]1[C:23]2[CH:24]=[CH:25][C:26]([NH:13][C:12]3[C:11]4[C:10](=[CH:9][CH:8]=[C:6]5[N:7]=[C:3]([C:1]#[N:2])[S:4][C:5]5=4)[N:14]=[CH:15][N:16]=3)=[CH:27][C:22]=2[CH2:21][CH2:20]1, predict the reactants needed to synthesize it. The reactants are: [C:1]([C:3]1[S:4][C:5]2[C:11]([C:12]#[N:13])=[C:10](/[N:14]=[CH:15]/[N:16](C)C)[CH:9]=[CH:8][C:6]=2[N:7]=1)#[N:2].[O:19]1[C:23]2[CH:24]=[CH:25][C:26](N)=[CH:27][C:22]=2[CH2:21][CH2:20]1.[K+].[Br-].